Task: Predict the reaction yield, written as a fraction of the theoretical maximum amount of product (1.0 means a 100% yield; for example, 0.34 means a 34% yield).. Dataset: Reaction yield outcomes from USPTO patents with 853,638 reactions (1) The reactants are OC[C@@H](N[C:11](=[O:25])[C@@:12]([CH3:24])([C:18]1[CH:23]=[CH:22][CH:21]=[CH:20][CH:19]=1)[CH2:13][CH2:14][CH:15]([CH3:17])[CH3:16])C1C=CC=CC=1.S(=O)(=O)(O)[OH:27]. The catalyst is O1CCOCC1. The product is [CH3:24][C@@:12]([C:18]1[CH:19]=[CH:20][CH:21]=[CH:22][CH:23]=1)([CH2:13][CH2:14][CH:15]([CH3:16])[CH3:17])[C:11]([OH:25])=[O:27]. The yield is 0.730. (2) The reactants are [O:1]1[CH2:6][CH2:5][N:4]([CH2:7][CH2:8][O:9][C:10]2[CH:11]=[C:12]3[C:16](=[CH:17][CH:18]=2)[C:15](=[O:19])[C:14](C2C=NC=CC=2)=[C:13]3[C:26]2[CH:31]=[CH:30][CH:29]=[CH:28][CH:27]=2)[CH2:3][CH2:2]1.O1CCN(CCOC2C=C3C(C(C4C=CC=CC=4)=C(Br)C3=O)=CC=2)CC1.[N:58]1[CH:63]=[CH:62][C:61](B(O)O)=[CH:60][CH:59]=1. No catalyst specified. The product is [O:1]1[CH2:6][CH2:5][N:4]([CH2:7][CH2:8][O:9][C:10]2[CH:11]=[C:12]3[C:16](=[CH:17][CH:18]=2)[C:15](=[O:19])[C:14]([C:61]2[CH:62]=[CH:63][N:58]=[CH:59][CH:60]=2)=[C:13]3[C:26]2[CH:31]=[CH:30][CH:29]=[CH:28][CH:27]=2)[CH2:3][CH2:2]1. The yield is 0.740. (3) The reactants are [Br:1][C:2]1[CH:7]=[CH:6][C:5]([C:8]2([CH3:15])[NH:12]C(=O)N[C:9]2=[O:14])=[CH:4][CH:3]=1.[OH-:16].[Na+].Cl. The catalyst is O. The product is [NH2:12][C:8]([C:5]1[CH:6]=[CH:7][C:2]([Br:1])=[CH:3][CH:4]=1)([CH3:15])[C:9]([OH:16])=[O:14]. The yield is 0.650. (4) The reactants are I[CH2:2][C@@H:3]([CH3:16])[CH2:4][N:5]1[C:10]2[CH:11]=[CH:12][CH:13]=[CH:14][C:9]=2[S:8][CH2:7][C:6]1=[O:15].[CH:17](=[C:21]1[CH2:26][CH2:25][NH:24][CH2:23][CH2:22]1)[CH2:18][CH2:19][CH3:20]. The catalyst is CC#N. The product is [CH:17](=[C:21]1[CH2:26][CH2:25][N:24]([CH2:2][C@@H:3]([CH3:16])[CH2:4][N:5]2[C:10]3[CH:11]=[CH:12][CH:13]=[CH:14][C:9]=3[S:8][CH2:7][C:6]2=[O:15])[CH2:23][CH2:22]1)[CH2:18][CH2:19][CH3:20]. The yield is 0.600.